Dataset: Forward reaction prediction with 1.9M reactions from USPTO patents (1976-2016). Task: Predict the product of the given reaction. The product is: [Br:1][C:2]1[N:3]=[CH:4][N:5]([CH2:15][CH2:16][N:17]2[CH2:22][CH2:21][O:20][CH2:19][CH2:18]2)[CH:6]=1. Given the reactants [Br:1][C:2]1[N:3]=[CH:4][NH:5][CH:6]=1.C(=O)([O-])[O-].[Cs+].[Cs+].Cl.Cl[CH2:15][CH2:16][N:17]1[CH2:22][CH2:21][O:20][CH2:19][CH2:18]1, predict the reaction product.